Dataset: Catalyst prediction with 721,799 reactions and 888 catalyst types from USPTO. Task: Predict which catalyst facilitates the given reaction. (1) Reactant: C[O:2][C:3](=O)[CH:4]([CH:23]([C:32]1[CH:37]=[CH:36][C:35]([O:38][CH2:39][C:40]2[CH:45]=[CH:44][CH:43]=[CH:42][CH:41]=2)=[CH:34][CH:33]=1)[NH:24][C:25]1[CH:30]=[CH:29][C:28]([F:31])=[CH:27][CH:26]=1)[CH2:5][CH2:6]C(OCC1C=CC=CC=1)C1C=CC(F)=CC=1.C[Si]([N-][Si](C)(C)C)(C)C.[Li+].Cl.[C:58]([O:61][CH2:62][CH3:63])(=O)[CH3:59]. Product: [CH2:62]([O:61][CH:58]([C:59]1[CH:30]=[CH:29][C:28]([F:31])=[CH:27][CH:26]=1)[CH2:6][CH2:5][CH:4]1[CH:23]([C:32]2[CH:33]=[CH:34][C:35]([O:38][CH2:39][C:40]3[CH:45]=[CH:44][CH:43]=[CH:42][CH:41]=3)=[CH:36][CH:37]=2)[N:24]([C:25]2[CH:30]=[CH:29][C:28]([F:31])=[CH:27][CH:26]=2)[C:3]1=[O:2])[C:63]1[CH:6]=[CH:5][CH:4]=[CH:23][CH:32]=1. The catalyst class is: 7. (2) Reactant: [NH2:1][C:2]1[CH:3]=[CH:4][CH:5]=[C:6]2[C:11]=1[CH:10]=[C:9]([OH:12])[CH:8]=[CH:7]2.CS(O[C@H:18]1[CH2:23][CH2:22][C@H:21]([CH3:24])[CH2:20][CH2:19]1)(=O)=O.C([O-])([O-])=O.[Cs+].[Cs+]. Product: [CH3:24][C@@H:21]1[CH2:22][CH2:23][C@H:18]([O:12][C:9]2[CH:10]=[C:11]3[C:6]([CH:5]=[CH:4][CH:3]=[C:2]3[NH2:1])=[CH:7][CH:8]=2)[CH2:19][CH2:20]1. The catalyst class is: 218.